From a dataset of Catalyst prediction with 721,799 reactions and 888 catalyst types from USPTO. Predict which catalyst facilitates the given reaction. (1) Reactant: [CH2:1]([O:8][C:9]([N:11]1[C:15]([CH:16]([CH3:18])[CH3:17])=[C:14]([CH2:19][C:20]2[CH:25]=[CH:24][CH:23]=[CH:22][CH:21]=2)[C:13](=[O:26])[NH:12]1)=[O:10])[C:2]1[CH:7]=[CH:6][CH:5]=[CH:4][CH:3]=1.C(=O)([O-])[O-].[K+].[K+].[C:33]([O:39][C@@H:40]1[C@@H:45]([O:46][C:47](=[O:52])[C:48]([CH3:51])([CH3:50])[CH3:49])[C@H:44]([O:53][C:54](=[O:59])[C:55]([CH3:58])([CH3:57])[CH3:56])[C@@H:43]([CH2:60][O:61][C:62](=[O:67])[C:63]([CH3:66])([CH3:65])[CH3:64])[O:42][C@@H:41]1Br)(=[O:38])[C:34]([CH3:37])([CH3:36])[CH3:35].O. Product: [CH2:1]([O:8][C:9]([N:11]1[C:15]([CH:16]([CH3:18])[CH3:17])=[C:14]([CH2:19][C:20]2[CH:21]=[CH:22][CH:23]=[CH:24][CH:25]=2)[C:13]([O:26][C@@H:41]2[O:42][C@H:43]([CH2:60][O:61][C:62](=[O:67])[C:63]([CH3:66])([CH3:65])[CH3:64])[C@@H:44]([O:53][C:54](=[O:59])[C:55]([CH3:56])([CH3:57])[CH3:58])[C@H:45]([O:46][C:47](=[O:52])[C:48]([CH3:49])([CH3:50])[CH3:51])[C@H:40]2[O:39][C:33](=[O:38])[C:34]([CH3:37])([CH3:35])[CH3:36])=[N:12]1)=[O:10])[C:2]1[CH:7]=[CH:6][CH:5]=[CH:4][CH:3]=1. The catalyst class is: 10. (2) Reactant: [Cl:1][C:2]1[CH:7]=[CH:6][C:5]([NH:8]C(=O)C)=[C:4]([O:12][C:13]2[CH:18]=[CH:17][C:16]([C:19]3[N:23]=[C:22]([CH3:24])[O:21][N:20]=3)=[CH:15][C:14]=2[Cl:25])[CH:3]=1. Product: [Cl:1][C:2]1[CH:7]=[CH:6][C:5]([NH2:8])=[C:4]([O:12][C:13]2[CH:18]=[CH:17][C:16]([C:19]3[N:23]=[C:22]([CH3:24])[O:21][N:20]=3)=[CH:15][C:14]=2[Cl:25])[CH:3]=1. The catalyst class is: 502. (3) Reactant: [CH:1]([N:14]1[CH2:19][CH2:18][NH:17][CH2:16][CH2:15]1)([C:8]1[CH:13]=[CH:12][CH:11]=[CH:10][CH:9]=1)[C:2]1[CH:7]=[CH:6][CH:5]=[CH:4][CH:3]=1.[O:20]=[C:21]1[C:25]([C:32]2[CH:37]=[CH:36][CH:35]=[CH:34][CH:33]=2)([C:26]2[CH:31]=[CH:30][CH:29]=[CH:28][CH:27]=2)[CH2:24][CH2:23][N:22]1[CH2:38][C:39](O)=[O:40].Cl.C(N=C=NCCCN(C)C)C. Product: [CH:1]([N:14]1[CH2:19][CH2:18][N:17]([C:39](=[O:40])[CH2:38][N:22]2[CH2:23][CH2:24][C:25]([C:26]3[CH:31]=[CH:30][CH:29]=[CH:28][CH:27]=3)([C:32]3[CH:37]=[CH:36][CH:35]=[CH:34][CH:33]=3)[C:21]2=[O:20])[CH2:16][CH2:15]1)([C:8]1[CH:13]=[CH:12][CH:11]=[CH:10][CH:9]=1)[C:2]1[CH:7]=[CH:6][CH:5]=[CH:4][CH:3]=1. The catalyst class is: 112. (4) Reactant: [C:1]([NH:11][C@@H:12]([C:16]([OH:18])=O)[CH:13]([CH3:15])[CH3:14])([O:3][CH2:4][C:5]1[CH:10]=[CH:9][CH:8]=[CH:7][CH:6]=1)=[O:2].CN1CCOCC1.[NH2:26][CH2:27][C:28]([O:32][CH3:33])([O:30][CH3:31])C. Product: [CH2:4]([O:3][C:1](=[O:2])[NH:11][C@H:12]([CH:13]([CH3:14])[CH3:15])[C:16]([NH:26][CH2:27][CH:28]([O:32][CH3:33])[O:30][CH3:31])=[O:18])[C:5]1[CH:6]=[CH:7][CH:8]=[CH:9][CH:10]=1. The catalyst class is: 1. (5) Reactant: [H-].[Na+].[C:3]([CH2:5][C:6]([O:8][C:9]([CH3:12])([CH3:11])[CH3:10])=[O:7])#[N:4].[H][H].Cl[C:16]1[CH:21]=[CH:20][N:19]=[C:18]([S:22][CH3:23])[N:17]=1. Product: [C:9]([O:8][C:6](=[O:7])[CH:5]([C:3]#[N:4])[C:16]1[CH:21]=[CH:20][N:19]=[C:18]([S:22][CH3:23])[N:17]=1)([CH3:12])([CH3:11])[CH3:10]. The catalyst class is: 16. (6) Reactant: [O:1]=[S:2]1(=[O:20])[CH2:6][CH2:5][CH2:4][N:3]1[CH2:7][C:8]12[CH2:16][CH:12]3[CH2:13][CH:14]([CH2:15]1)[C:10](C(O)=O)([CH2:11]3)[CH2:9]2.OS(O)(=O)=O.[N-:26]=[N+]=[N-].[Na+]. Product: [O:1]=[S:2]1(=[O:20])[CH2:6][CH2:5][CH2:4][N:3]1[CH2:7][C:8]12[CH2:16][CH:12]3[CH2:13][CH:14]([CH2:15]1)[C:10]([NH2:26])([CH2:11]3)[CH2:9]2. The catalyst class is: 146.